Dataset: HIV replication inhibition screening data with 41,000+ compounds from the AIDS Antiviral Screen. Task: Binary Classification. Given a drug SMILES string, predict its activity (active/inactive) in a high-throughput screening assay against a specified biological target. (1) The compound is O=C(O)c1ccc2c(c1)C(=O)O[Pt-2]1(NC3CCCCC3N1)OC2=O. The result is 0 (inactive). (2) The molecule is O=[N+]([O-])c1cccnc1S(=O)(=O)c1ccccc1. The result is 0 (inactive).